This data is from Catalyst prediction with 721,799 reactions and 888 catalyst types from USPTO. The task is: Predict which catalyst facilitates the given reaction. (1) Reactant: [Cl-].C[NH+](C)C.[Cl-].[Al+3].[Cl-].[Cl-].[Cl:10][C:11]1[C:16]([C:17]2[C:22]([F:23])=[CH:21][C:20]([O:24]C)=[CH:19][C:18]=2[F:26])=[C:15]([N:27]2[CH2:32][CH2:31][CH:30]([CH3:33])[CH2:29][CH2:28]2)[N:14]=[C:13]([C:34]#[N:35])[N:12]=1.C(=O)(O)[O-].[Na+]. Product: [Cl:10][C:11]1[C:16]([C:17]2[C:22]([F:23])=[CH:21][C:20]([OH:24])=[CH:19][C:18]=2[F:26])=[C:15]([N:27]2[CH2:28][CH2:29][CH:30]([CH3:33])[CH2:31][CH2:32]2)[N:14]=[C:13]([C:34]#[N:35])[N:12]=1. The catalyst class is: 11. (2) Reactant: O.O.[Na+:3].[OH:4][C:5]1[CH:10]=[CH:9][C:8]([S:11]([O-:14])(=[O:13])=[O:12])=[CH:7][CH:6]=1.[OH-].[Na+]. Product: [Na+:3].[Na+:3].[OH:4][C:5]1[CH:10]=[CH:9][C:8]([S:11]([O-:14])(=[O:12])=[O:13])=[CH:7][CH:6]=1.[OH:4][C:5]1[CH:10]=[CH:9][C:8]([S:11]([O-:14])(=[O:12])=[O:13])=[CH:7][CH:6]=1. The catalyst class is: 11.